Task: Predict the reactants needed to synthesize the given product.. Dataset: Full USPTO retrosynthesis dataset with 1.9M reactions from patents (1976-2016) Given the product [F:1][C:2]1[CH:3]=[CH:4][C:5]2[O:10][CH2:9][C:8](=[O:11])[N:7]([CH2:12][C@H:13]([CH3:16])[CH2:14][I:42])[C:6]=2[CH:17]=1, predict the reactants needed to synthesize it. The reactants are: [F:1][C:2]1[CH:3]=[CH:4][C:5]2[O:10][CH2:9][C:8](=[O:11])[N:7]([CH2:12][C@H:13]([CH3:16])[CH2:14]O)[C:6]=2[CH:17]=1.C1(P(C2C=CC=CC=2)C2C=CC=CC=2)C=CC=CC=1.N1C=CN=C1.[I:42]I.